From a dataset of Full USPTO retrosynthesis dataset with 1.9M reactions from patents (1976-2016). Predict the reactants needed to synthesize the given product. (1) The reactants are: [Cl-].[Al+3].[Cl-].[Cl-].[Br:5][CH2:6][C:7](Br)=[O:8].[Cl:10][C:11]1[CH:12]=[C:13]([CH:23]=[CH:24][CH:25]=1)[O:14][C:15]([CH3:22])([CH3:21])[C:16]([O:18][CH2:19][CH3:20])=[O:17]. Given the product [Br:5][CH2:6][C:7]([C:25]1[CH:24]=[CH:23][C:13]([O:14][C:15]([CH3:21])([CH3:22])[C:16]([O:18][CH2:19][CH3:20])=[O:17])=[CH:12][C:11]=1[Cl:10])=[O:8], predict the reactants needed to synthesize it. (2) Given the product [F:1][C:2]1[CH:3]=[CH:4][C:5]([N+:11]([O-:13])=[O:12])=[C:6]([CH:10]=1)[C:7]([O:9][CH3:14])=[O:8], predict the reactants needed to synthesize it. The reactants are: [F:1][C:2]1[CH:3]=[CH:4][C:5]([N+:11]([O-:13])=[O:12])=[C:6]([CH:10]=1)[C:7]([OH:9])=[O:8].[C:14]([O-])([O-])=O.[K+].[K+].COS(OC)(=O)=O. (3) Given the product [F:1][C:2]([F:31])([F:32])[C:3]1[CH:8]=[CH:7][C:6](/[CH:9]=[CH:10]/[C:11]([OH:13])=[O:12])=[CH:5][C:4]=1[C:16]1[CH:25]=[C:24]2[C:19]([C:20]([CH3:28])([CH3:29])[CH2:21][CH2:22][C:23]2([CH3:27])[CH3:26])=[CH:18][C:17]=1[CH3:30], predict the reactants needed to synthesize it. The reactants are: [F:1][C:2]([F:32])([F:31])[C:3]1[CH:8]=[CH:7][C:6](/[CH:9]=[CH:10]/[C:11]([O:13]CC)=[O:12])=[CH:5][C:4]=1[C:16]1[CH:25]=[C:24]2[C:19]([C:20]([CH3:29])([CH3:28])[CH2:21][CH2:22][C:23]2([CH3:27])[CH3:26])=[CH:18][C:17]=1[CH3:30].[OH-].[K+].Cl. (4) Given the product [F:30][C:2]([F:1])([F:31])[C:3]1[CH:4]=[C:5]([NH:9][C:10]([N:12]2[C:20]3[C:15](=[CH:16][C:17]([O:21][C:22]4[CH:27]=[CH:26][N:25]=[C:24]([NH2:29])[N:23]=4)=[CH:18][CH:19]=3)[CH2:14][CH2:13]2)=[O:11])[CH:6]=[CH:7][CH:8]=1, predict the reactants needed to synthesize it. The reactants are: [F:1][C:2]([F:31])([F:30])[C:3]1[CH:4]=[C:5]([NH:9][C:10]([N:12]2[C:20]3[C:15](=[CH:16][C:17]([O:21][C:22]4[CH:27]=[C:26](Cl)[N:25]=[C:24]([NH2:29])[N:23]=4)=[CH:18][CH:19]=3)[CH2:14][CH2:13]2)=[O:11])[CH:6]=[CH:7][CH:8]=1.